Task: Predict the reaction yield, written as a fraction of the theoretical maximum amount of product (1.0 means a 100% yield; for example, 0.34 means a 34% yield).. Dataset: Reaction yield outcomes from USPTO patents with 853,638 reactions (1) The reactants are [Cl:1][C:2]1[CH:3]=[C:4]([CH:18]=[CH:19][C:20]=1[OH:21])[C:5]([NH:7][CH:8]1[CH2:13][C:12]([CH3:15])([CH3:14])[NH:11][C:10]([CH3:17])([CH3:16])[CH2:9]1)=[O:6].I[C:23]1[CH:28]=[CH:27][CH:26]=[CH:25][CH:24]=1.C([O-])([O-])=O.[K+].[K+]. The catalyst is N1C=CC=CC=1.CN(C=O)C. The product is [Cl:1][C:2]1[CH:3]=[C:4]([CH:18]=[CH:19][C:20]=1[O:21][C:23]1[CH:28]=[CH:27][CH:26]=[CH:25][CH:24]=1)[C:5]([NH:7][CH:8]1[CH2:13][C:12]([CH3:14])([CH3:15])[NH:11][C:10]([CH3:17])([CH3:16])[CH2:9]1)=[O:6]. The yield is 0.180. (2) The reactants are [OH:1][CH:2]([C:20]1[CH:25]=[CH:24][C:23]([O:26][CH3:27])=[CH:22][CH:21]=1)[CH:3]1[CH2:7][O:6]C(C)(C)[N:4]1[C:10]([O:12][CH2:13][C:14]1[CH:19]=[CH:18][CH:17]=[CH:16][CH:15]=1)=[O:11]. The catalyst is CO. The product is [OH:1][C@H:2]([C:20]1[CH:21]=[CH:22][C:23]([O:26][CH3:27])=[CH:24][CH:25]=1)[C@H:3]([NH:4][C:10](=[O:11])[O:12][CH2:13][C:14]1[CH:19]=[CH:18][CH:17]=[CH:16][CH:15]=1)[CH2:7][OH:6]. The yield is 0.840. (3) The reactants are [CH3:1][C:2]1[C:6]2[C:7](=[O:20])[N:8]([CH2:12][CH2:13][N:14]3[CH2:19][CH2:18][O:17][CH2:16][CH2:15]3)[CH2:9][CH2:10][CH2:11][C:5]=2[NH:4][C:3]=1[CH:21]=O.[F:23][C:24]1[CH:25]=[C:26]2[C:30](=[CH:31][C:32]=1[NH:33][CH2:34][C:35]1[CH:40]=[CH:39][C:38]([F:41])=[CH:37][CH:36]=1)[NH:29][C:28](=[O:42])[CH2:27]2. No catalyst specified. The product is [F:23][C:24]1[CH:25]=[C:26]2[C:30](=[CH:31][C:32]=1[NH:33][CH2:34][C:35]1[CH:40]=[CH:39][C:38]([F:41])=[CH:37][CH:36]=1)[NH:29][C:28](=[O:42])[C:27]2=[CH:21][C:3]1[NH:4][C:5]2[CH2:11][CH2:10][CH2:9][N:8]([CH2:12][CH2:13][N:14]3[CH2:15][CH2:16][O:17][CH2:18][CH2:19]3)[C:7](=[O:20])[C:6]=2[C:2]=1[CH3:1]. The yield is 0.690. (4) The reactants are [Cl:1][C:2]1[CH:30]=[CH:29][C:5]([CH2:6][NH:7][C:8]([C:10]2[CH:11]=[N:12][C:13]3[C:18]([C:19]=2[OH:20])=[CH:17][C:16]([CH2:21][N:22]2[CH2:27][CH2:26][O:25][CH2:24][CH2:23]2)=[CH:15][C:14]=3I)=[O:9])=[CH:4][CH:3]=1.[CH2:31]([OH:36])[CH2:32][CH2:33][C:34]#[CH:35].CCN(CC)CC. The catalyst is C(Cl)(Cl)Cl.Cl[Pd](Cl)([P](C1C=CC=CC=1)(C1C=CC=CC=1)C1C=CC=CC=1)[P](C1C=CC=CC=1)(C1C=CC=CC=1)C1C=CC=CC=1.[Cu]I. The product is [Cl:1][C:2]1[CH:30]=[CH:29][C:5]([CH2:6][NH:7][C:8]([C:10]2[C:19](=[O:20])[C:18]3[C:13]4=[C:14]([CH:35]=[C:34]([CH2:33][CH2:32][CH2:31][OH:36])[N:12]4[CH:11]=2)[CH:15]=[C:16]([CH2:21][N:22]2[CH2:27][CH2:26][O:25][CH2:24][CH2:23]2)[CH:17]=3)=[O:9])=[CH:4][CH:3]=1. The yield is 0.560. (5) The reactants are [Cl:1][C:2]1[CH:3]=[C:4]2[C:10]([C:11]3[N:16]=[C:15]([NH:17][C@H:18]4[CH2:22][CH2:21][N:20]([S:23]([CH3:26])(=[O:25])=[O:24])[CH2:19]4)[C:14]([F:27])=[CH:13][N:12]=3)=[CH:9][NH:8][C:5]2=[N:6][CH:7]=1.Cl[C:29]1C=C2C(C3N=C(N[C@H]4CCNC4)C(F)=CN=3)=CN(S(C3C=CC(C)=CC=3)(=O)=O)C2=NC=1.C(S(Cl)(=O)=O)C. No catalyst specified. The product is [Cl:1][C:2]1[CH:3]=[C:4]2[C:10]([C:11]3[N:16]=[C:15]([NH:17][C@H:18]4[CH2:22][CH2:21][N:20]([S:23]([CH2:26][CH3:29])(=[O:24])=[O:25])[CH2:19]4)[C:14]([F:27])=[CH:13][N:12]=3)=[CH:9][NH:8][C:5]2=[N:6][CH:7]=1. The yield is 0.490. (6) The reactants are [OH:1][CH2:2][CH:3]1[CH2:8][CH2:7][NH:6][CH2:5][CH2:4]1.C(=O)([O-])[O-].[K+].[K+].Cl[C:16]([O:18][CH3:19])=[O:17].ClCCl. The catalyst is O. The product is [CH3:19][O:18][C:16]([N:6]1[CH2:7][CH2:8][CH:3]([CH2:2][OH:1])[CH2:4][CH2:5]1)=[O:17]. The yield is 0.900. (7) The reactants are Cl[C:2]1[N:7]=[C:6]([C:8]2[S:12][C:11]([C:13]([CH3:16])([CH3:15])[CH3:14])=[N:10][C:9]=2[C:17]2[CH:18]=[C:19]([NH:23][S:24]([C:27]3[CH:32]=[C:31]([F:33])[CH:30]=[CH:29][C:28]=3[F:34])(=[O:26])=[O:25])[CH:20]=[CH:21][CH:22]=2)[CH:5]=[CH:4][N:3]=1.[NH3:35].C(O)(C)C. No catalyst specified. The product is [NH2:35][C:2]1[N:7]=[C:6]([C:8]2[S:12][C:11]([C:13]([CH3:16])([CH3:15])[CH3:14])=[N:10][C:9]=2[C:17]2[CH:18]=[C:19]([NH:23][S:24]([C:27]3[CH:32]=[C:31]([F:33])[CH:30]=[CH:29][C:28]=3[F:34])(=[O:26])=[O:25])[CH:20]=[CH:21][CH:22]=2)[CH:5]=[CH:4][N:3]=1. The yield is 0.250. (8) The reactants are Cl.[Cl:2][C:3]1[CH:8]=[CH:7][C:6]([C:9]2[CH:14]=[CH:13][CH:12]=[CH:11][C:10]=2[C@H:15]([C:31]#[N:32])[CH:16]2[CH2:21][CH2:20][N:19]([C:22]3[CH:30]=[CH:29][C:25]([C:26](O)=[O:27])=[CH:24][CH:23]=3)[CH2:18][CH2:17]2)=[CH:5][CH:4]=1.[O:33]1[CH2:38][CH2:37][N:36]([CH2:39][CH2:40][C@@H:41]([NH:50][C:51]2[CH:56]=[CH:55][C:54]([S:57]([NH2:60])(=[O:59])=[O:58])=[CH:53][C:52]=2[S:61]([C:64]([F:67])([F:66])[F:65])(=[O:63])=[O:62])[CH2:42][S:43][C:44]2[CH:49]=[CH:48][CH:47]=[CH:46][CH:45]=2)[CH2:35][CH2:34]1. No catalyst specified. The product is [Cl:2][C:3]1[CH:4]=[CH:5][C:6]([C:9]2[CH:14]=[CH:13][CH:12]=[CH:11][C:10]=2[C@H:15]([C:31]#[N:32])[CH:16]2[CH2:21][CH2:20][N:19]([C:22]3[CH:23]=[CH:24][C:25]([C:26]([NH:60][S:57]([C:54]4[CH:55]=[CH:56][C:51]([NH:50][C@H:41]([CH2:40][CH2:39][N:36]5[CH2:37][CH2:38][O:33][CH2:34][CH2:35]5)[CH2:42][S:43][C:44]5[CH:45]=[CH:46][CH:47]=[CH:48][CH:49]=5)=[C:52]([S:61]([C:64]([F:67])([F:65])[F:66])(=[O:63])=[O:62])[CH:53]=4)(=[O:58])=[O:59])=[O:27])=[CH:29][CH:30]=3)[CH2:18][CH2:17]2)=[CH:7][CH:8]=1. The yield is 0.200.